Dataset: Ames mutagenicity test results for genotoxicity prediction. Task: Regression/Classification. Given a drug SMILES string, predict its toxicity properties. Task type varies by dataset: regression for continuous values (e.g., LD50, hERG inhibition percentage) or binary classification for toxic/non-toxic outcomes (e.g., AMES mutagenicity, cardiotoxicity, hepatotoxicity). Dataset: ames. (1) The compound is c1cc2ccc3cc4c(c5ccc(c1)c2c35)CCC1OC41. The result is 1 (mutagenic). (2) The drug is Cc1cccc2c1ccc1c3ccccc3ccc21. The result is 1 (mutagenic). (3) The compound is Cc1cc2nc3c(ccc4ccccc43)c(C)c2cc1C. The result is 1 (mutagenic). (4) The drug is CN1CCN(C)CC1. The result is 0 (non-mutagenic).